This data is from Full USPTO retrosynthesis dataset with 1.9M reactions from patents (1976-2016). The task is: Predict the reactants needed to synthesize the given product. (1) Given the product [CH2:20]([O:10][C:8]1[CH:9]=[C:4]([C:2](=[O:3])[CH3:1])[CH:5]=[CH:6][CH:7]=1)[CH:19]=[CH2:18], predict the reactants needed to synthesize it. The reactants are: [CH3:1][C:2]([C:4]1[CH:5]=[CH:6][CH:7]=[C:8]([OH:10])[CH:9]=1)=[O:3].C(=O)([O-])[O-].[K+].[K+].Br[CH2:18][CH:19]=[CH2:20]. (2) The reactants are: [CH3:1][C:2]1[CH:7]=[CH:6][C:5](OS(C(F)(F)F)(=O)=O)=[C:4]([C:16]2[CH:21]=[CH:20][N:19]=[CH:18][CH:17]=2)[CH:3]=1.CC1(C)C(C)(C)OB([C:30]2[CH:47]=[CH:46][C:33]([O:34][CH2:35][C:36]3[CH:45]=[CH:44][C:43]4[C:38](=[CH:39][CH:40]=[CH:41][CH:42]=4)[N:37]=3)=[CH:32][CH:31]=2)O1.C([O-])([O-])=O.[Cs+].[Cs+]. Given the product [CH3:1][C:2]1[CH:7]=[CH:6][C:5]([C:30]2[CH:31]=[CH:32][C:33]([O:34][CH2:35][C:36]3[CH:45]=[CH:44][C:43]4[C:38](=[CH:39][CH:40]=[CH:41][CH:42]=4)[N:37]=3)=[CH:46][CH:47]=2)=[C:4]([C:16]2[CH:21]=[CH:20][N:19]=[CH:18][CH:17]=2)[CH:3]=1, predict the reactants needed to synthesize it. (3) Given the product [CH3:1][O:2][C:3]1[CH:4]=[C:5]([CH:32]=[CH:33][C:34]=1[O:35][CH3:36])[CH2:6][CH:7]1[C:13]2[CH:14]=[C:15]([O:20][CH3:21])[C:16]([O:18][CH3:19])=[CH:17][C:12]=2[CH2:11][CH2:10][CH2:9][N:8]1[CH:22]([C:26]1[CH:31]=[CH:30][CH:29]=[CH:28][CH:27]=1)[C:23]([NH:48][CH2:47][C:46]1[CH:45]=[CH:44][C:43]([C:41]2[N:40]=[N:39][S:38][CH:42]=2)=[CH:50][CH:49]=1)=[O:24], predict the reactants needed to synthesize it. The reactants are: [CH3:1][O:2][C:3]1[CH:4]=[C:5]([CH:32]=[CH:33][C:34]=1[O:35][CH3:36])[CH2:6][CH:7]1[C:13]2[CH:14]=[C:15]([O:20][CH3:21])[C:16]([O:18][CH3:19])=[CH:17][C:12]=2[CH2:11][CH2:10][CH2:9][N:8]1[CH:22]([C:26]1[CH:31]=[CH:30][CH:29]=[CH:28][CH:27]=1)[C:23](O)=[O:24].Cl.[S:38]1[CH:42]=[C:41]([C:43]2[CH:50]=[CH:49][C:46]([CH2:47][NH2:48])=[CH:45][CH:44]=2)[N:40]=[N:39]1. (4) Given the product [OH:48][C@@H:44]([CH2:43][CH:41]([CH3:42])[CH3:40])[C:45]([NH:6][C@H:5]([C:4]([O:3][CH3:2])=[O:11])[CH2:7][CH:8]([CH3:10])[CH3:9])=[O:46], predict the reactants needed to synthesize it. The reactants are: Cl.[CH3:2][O:3][C:4](=[O:11])[C@H:5]([CH2:7][CH:8]([CH3:10])[CH3:9])[NH2:6].CN1CCOCC1.C1C=CC2N(O)N=NC=2C=1.CCN=C=NCCCN(C)C.[CH3:40][CH:41]([CH2:43][C@H:44]([OH:48])[C:45](O)=[O:46])[CH3:42]. (5) The reactants are: Br[C:2]1[CH:3]=[C:4]([CH:10]=[C:11]([Cl:14])[C:12]=1[CH3:13])[C:5]([O:7][CH2:8][CH3:9])=[O:6].[CH3:15][N:16]1C(=O)CCC1. Given the product [Cl:14][C:11]1[CH:10]=[C:4]([CH:3]=[C:2]([C:15]#[N:16])[C:12]=1[CH3:13])[C:5]([O:7][CH2:8][CH3:9])=[O:6], predict the reactants needed to synthesize it. (6) Given the product [F:24][C:10]([F:9])([F:25])[S:11][C:12]1[CH:13]=[C:15]([Br:23])[CH:16]=[C:17]([C:19]([CH3:21])([CH3:22])[CH3:20])[CH:18]=1, predict the reactants needed to synthesize it. The reactants are: N(OCCC(C)C)=O.[F:9][C:10]([F:25])([F:24])[S:11][C:12]1[CH:18]=[C:17]([C:19]([CH3:22])([CH3:21])[CH3:20])[CH:16]=[C:15]([Br:23])[C:13]=1N.